From a dataset of Catalyst prediction with 721,799 reactions and 888 catalyst types from USPTO. Predict which catalyst facilitates the given reaction. (1) Reactant: [CH3:1][C:2]1([CH2:13][O:14][C:15]2[CH:20]=[CH:19][C:18]([N:21]3[CH2:26][CH2:25][N:24]([C:27](OC(C)(C)C)=O)[CH2:23][CH2:22]3)=[CH:17][CH:16]=2)[O:6][C:5]2=[N:7][C:8]([N+:10]([O-:12])=[O:11])=[CH:9][N:4]2[CH2:3]1.[F:34][C:35]([F:45])([F:44])[C:36]1[CH:43]=[CH:42][C:39](C=O)=[CH:38][CH:37]=1.C(O[BH-](OC(=O)C)OC(=O)C)(=O)C.[Na+].C(=O)([O-])O.[Na+]. Product: [CH3:1][C:2]1([CH2:13][O:14][C:15]2[CH:20]=[CH:19][C:18]([N:21]3[CH2:26][CH2:25][N:24]([CH2:27][C:39]4[CH:42]=[CH:43][C:36]([C:35]([F:45])([F:44])[F:34])=[CH:37][CH:38]=4)[CH2:23][CH2:22]3)=[CH:17][CH:16]=2)[O:6][C:5]2=[N:7][C:8]([N+:10]([O-:12])=[O:11])=[CH:9][N:4]2[CH2:3]1. The catalyst class is: 617. (2) Reactant: C1(O[C:8](=[O:16])[NH:9][C:10]2[CH:11]=[N:12][CH:13]=[CH:14][CH:15]=2)C=CC=CC=1.[N:17]1([CH2:23][C:24]2[CH:25]=[N:26][C:27]3[C:32]([CH:33]=2)=[CH:31][CH:30]=[CH:29][CH:28]=3)[CH2:22][CH2:21][NH:20][CH2:19][CH2:18]1. Product: [N:12]1[CH:13]=[CH:14][CH:15]=[C:10]([NH:9][C:8]([N:20]2[CH2:21][CH2:22][N:17]([CH2:23][C:24]3[CH:25]=[N:26][C:27]4[C:32]([CH:33]=3)=[CH:31][CH:30]=[CH:29][CH:28]=4)[CH2:18][CH2:19]2)=[O:16])[CH:11]=1. The catalyst class is: 16. (3) Reactant: [C:1]1([C:7](=[CH:11][C:12]2[CH:17]=[CH:16][C:15]([OH:18])=[C:14]([O:19][CH3:20])[CH:13]=2)C(O)=O)[CH:6]=[CH:5][CH:4]=[CH:3][CH:2]=1.C([O-])(O)=O.[Na+]. Product: [OH:18][C:15]1[CH:16]=[CH:17][C:12]([CH:11]=[CH:7][C:1]2[CH:2]=[CH:3][CH:4]=[CH:5][CH:6]=2)=[CH:13][C:14]=1[O:19][CH3:20]. The catalyst class is: 196. (4) Reactant: Br[C:2]1[CH:9]=[CH:8][C:5]([CH2:6][OH:7])=[CH:4][CH:3]=1.[H-].[Na+].[Li]CCCC.[O:17]1[CH2:20][C:19](=[O:21])[CH2:18]1. The catalyst class is: 1. Product: [OH:7][CH2:6][C:5]1[CH:8]=[CH:9][C:2]([C:19]2([OH:21])[CH2:20][O:17][CH2:18]2)=[CH:3][CH:4]=1. (5) Reactant: [CH:1]1([CH2:4][O:5][C:6]2[CH:7]=[C:8]([CH:11]=[CH:12][C:13]=2[O:14][CH:15]([F:17])[F:16])[CH:9]=[O:10])[CH2:3][CH2:2]1.[CH3:18][Mg+].[Br-].[NH4+].[Cl-]. Product: [CH:1]1([CH2:4][O:5][C:6]2[CH:7]=[C:8]([CH:9]([OH:10])[CH3:18])[CH:11]=[CH:12][C:13]=2[O:14][CH:15]([F:16])[F:17])[CH2:3][CH2:2]1. The catalyst class is: 1. (6) Reactant: [I:1][C:2]1[CH:3]=[C:4]2[C:9](=[CH:10][CH:11]=1)[O:8][C@@H:7]([CH2:12][OH:13])[CH2:6][CH2:5]2.[Si:14](Cl)([C:17]([CH3:20])([CH3:19])[CH3:18])([CH3:16])[CH3:15].N1C=CN=C1.O. Product: [I:1][C:2]1[CH:3]=[C:4]2[C:9](=[CH:10][CH:11]=1)[O:8][C@@H:7]([CH2:12][O:13][Si:14]([C:17]([CH3:20])([CH3:19])[CH3:18])([CH3:16])[CH3:15])[CH2:6][CH2:5]2. The catalyst class is: 3. (7) Reactant: [CH3:1][N:2]1[C:11]2[C:6](=[CH:7][CH:8]=[C:9]([N+:12]([O-])=O)[CH:10]=2)[CH2:5][CH2:4][CH2:3]1. Product: [CH3:1][N:2]1[C:11]2[C:6](=[CH:7][CH:8]=[C:9]([NH2:12])[CH:10]=2)[CH2:5][CH2:4][CH2:3]1. The catalyst class is: 19. (8) Reactant: [H-].[Na+].[F:3][C:4]([F:25])([F:24])[O:5][C:6]1[CH:11]=[CH:10][C:9]([C:12]2[N:16]=[C:15]([C:17]3[CH:18]=[CH:19][C:20](=[O:23])[NH:21][CH:22]=3)[O:14][N:13]=2)=[CH:8][CH:7]=1.CS(O[CH2:31][C:32]1[CH:37]=[CH:36][CH:35]=[C:34]([CH2:38][C:39]([OH:42])([CH3:41])[CH3:40])[CH:33]=1)(=O)=O.O. Product: [OH:42][C:39]([CH3:41])([CH3:40])[CH2:38][C:34]1[CH:33]=[C:32]([CH:37]=[CH:36][CH:35]=1)[CH2:31][N:21]1[CH:22]=[C:17]([C:15]2[O:14][N:13]=[C:12]([C:9]3[CH:10]=[CH:11][C:6]([O:5][C:4]([F:3])([F:24])[F:25])=[CH:7][CH:8]=3)[N:16]=2)[CH:18]=[CH:19][C:20]1=[O:23]. The catalyst class is: 39. (9) Reactant: [Cl:1][C:2]1[CH:7]=[C:6]([F:8])[CH:5]=[CH:4][C:3]=1[S:9]([N:12](C(OC(C)(C)C)=O)[C@@H:13]([C:18]([O:20][CH3:21])=[O:19])[CH2:14][CH2:15][CH2:16][NH2:17])(=[O:11])=[O:10].Cl. Product: [Cl:1][C:2]1[CH:7]=[C:6]([F:8])[CH:5]=[CH:4][C:3]=1[S:9]([NH:12][C@@H:13]([C:18]([O:20][CH3:21])=[O:19])[CH2:14][CH2:15][CH2:16][NH2:17])(=[O:10])=[O:11]. The catalyst class is: 135.